Dataset: Experimentally validated miRNA-target interactions with 360,000+ pairs, plus equal number of negative samples. Task: Binary Classification. Given a miRNA mature sequence and a target amino acid sequence, predict their likelihood of interaction. (1) The miRNA is hsa-miR-6741-5p with sequence GUGGGUGCUGGUGGGAGCCGUG. The protein sequence of the target gene is MAVFVVLLALVAGVLGNEFSILKSPGSVVFRNGNWPIPGERIPDVAALSMGFSVKEDLSWPGLAVGNLFHRPRATVMVMVKGVNKLALPPGSVISYPLENAVPFSLDSVANSIHSLFSEETPVVLQLAPSEERVYMVGKANSVFEDLSVTLRQLRNRLFQENSVLSSLPLNSLSRNNEVDLLFLSELQVLHDISSLLSRHKHLAKDHSPDLYSLELAGLDEIGKRYGEDSEQFRDASKILVDALQKFADDMYSLYGGNAVVELVTVKSFDTSLIRKTRTILEAKQAKNPASPYNLAYKYN.... Result: 0 (no interaction). (2) The miRNA is hsa-miR-508-3p with sequence UGAUUGUAGCCUUUUGGAGUAGA. The protein sequence of the target gene is MSPQGPAVLSLGSLCLDTNQAPNWTGLQTLLQQLPPQDIDERYCLALGEEERAELQLFCARRKQEALGQGVARLVLPKLEGHTCEKCRELLKPGEYGVFAARAGEQRCWHQPCFACQACGQALINLIYFYHDGQLYCGRHHAELLRPRCPACDQLIFSWRCTEAEGQRWHENHFCCQDCAGPLGGGRYALPGGSPCCPSCFENRYSDAGSSWAGALEGQAFLGETGLDRTEGRDQTSVNSATLSRTLLAAAGGSSLQTQRGLPGSSPQQENRPGDKAEAPKGQEQCRLETIRDPKDTPFS.... Result: 1 (interaction). (3) The miRNA is mmu-miR-743b-3p with sequence GAAAGACAUCAUGCUGAAUAGA. The protein sequence of the target gene is MASRVLSAYVSRLPAAFAPLPRVRMLAVARPLSTALCSAGTQTRLGTLQPALVLAQVPGRVTQLCRQYSDMPPLTLEGIQDRVLYVLKLYDKIDPEKLSVNSHFMKDLGLDSLDQVEIIMAMEDEFGFEIPDIDAEKLMCPQEIVDYIADKKDVYE. Result: 0 (no interaction). (4) The miRNA is hsa-miR-6822-5p with sequence CAGGGAACCAGUUGGGGCUU. The protein sequence of the target gene is MPGIVVFRRRWSVGSDDLVLPAIFLFLLHTTWFVILSVVLFGLVYNPHEACSLNLVDHGRGYLGILLSCMIAEMAIIWLSMRGGILYTEPRDSMQYVLYVRLAILVIEFIYAIVGIVWLTQYYTSCNDLTAKNVTLGMVVCNWVVILSVCITVLCVFDPTGRTFVKLRATKRRQRNLRTYNLRHRLEEGQATSWSRRLKVFLCCTRTKDSQSDAYSEIAYLFAEFFRDLDIVPSDIIAGLVLLRQRQRAKRNAVLDEANNDILAFLSGMPVTRNTKYLDLKNSQEMLRYKEVCYYMLFAL.... Result: 0 (no interaction).